From a dataset of Reaction yield outcomes from USPTO patents with 853,638 reactions. Predict the reaction yield, written as a fraction of the theoretical maximum amount of product (1.0 means a 100% yield; for example, 0.34 means a 34% yield). (1) The reactants are [CH3:1][N:2]1[CH2:7][CH2:6][N:5]([C:8]2[CH:14]=[CH:13][C:11]([NH2:12])=[CH:10][CH:9]=2)[CH2:4][CH2:3]1.[Br:15][C:16]1[CH:17]=[CH:18][CH:19]=[C:20]2[C:25]=1[N:24]=[C:23](Cl)[N:22]=[CH:21]2.C(O)(C(F)(F)F)=O. The catalyst is CCCCO. The product is [Br:15][C:16]1[CH:17]=[CH:18][CH:19]=[C:20]2[C:25]=1[N:24]=[C:23]([NH:12][C:11]1[CH:13]=[CH:14][C:8]([N:5]3[CH2:4][CH2:3][N:2]([CH3:1])[CH2:7][CH2:6]3)=[CH:9][CH:10]=1)[N:22]=[CH:21]2. The yield is 0.670. (2) The product is [Cl:1][C:2]1[CH:10]=[C:9]2[C:5]([C:6]([C:12]([OH:17])=[O:18])=[C:7]([CH3:11])[NH:8]2)=[CH:4][CH:3]=1. The catalyst is O. The reactants are [Cl:1][C:2]1[CH:10]=[C:9]2[C:5]([C:6]([C:12](=[O:17])C(F)(F)F)=[C:7]([CH3:11])[NH:8]2)=[CH:4][CH:3]=1.[OH-:18].[Na+]. The yield is 0.310. (3) The reactants are [CH2:1]([O:3][C:4](=[O:13])[CH2:5][C:6]1[CH:7]=[C:8]([CH3:12])[CH:9]=[CH:10][CH:11]=1)[CH3:2].C1C(=O)N([Br:21])C(=O)C1.C(OOC(=O)C1C=CC=CC=1)(=O)C1C=CC=CC=1. The catalyst is ClC(Cl)(Cl)Cl. The product is [CH2:1]([O:3][C:4](=[O:13])[CH2:5][C:6]1[CH:11]=[CH:10][CH:9]=[C:8]([CH2:12][Br:21])[CH:7]=1)[CH3:2]. The yield is 0.420. (4) The reactants are [CH:1]([O:4][C:5]1[CH:12]=[CH:11][C:10](B2OC(C)(C)C(C)(C)O2)=[CH:9][C:6]=1[C:7]#[N:8])([CH3:3])[CH3:2].Br[C:23]1[S:24][CH:25]=[CH:26][N:27]=1.C([O-])([O-])=O.[Na+].[Na+]. The catalyst is C1C=CC(P(C2C=CC=CC=2)[C-]2C=CC=C2)=CC=1.C1C=CC(P(C2C=CC=CC=2)[C-]2C=CC=C2)=CC=1.Cl[Pd]Cl.[Fe+2].COCCOC.O. The product is [CH:1]([O:4][C:5]1[CH:12]=[CH:11][C:10]([C:23]2[S:24][CH:25]=[CH:26][N:27]=2)=[CH:9][C:6]=1[C:7]#[N:8])([CH3:2])[CH3:3]. The yield is 0.471. (5) The reactants are F[C:2]1[CH:19]=[CH:18][C:5]([O:6][CH2:7][C:8]2[CH:17]=[CH:16][C:15]3[C:10](=[CH:11][CH:12]=[CH:13][CH:14]=3)[N:9]=2)=[CH:4][C:3]=1[N+:20]([O-:22])=[O:21].Cl.[Br:24][C:25]1[CH:32]=[CH:31][C:28]([CH2:29][NH2:30])=[CH:27][CH:26]=1.CCN(C(C)C)C(C)C. The catalyst is CC(N(C)C)=O. The product is [Br:24][C:25]1[CH:32]=[CH:31][C:28]([CH2:29][NH:30][C:2]2[CH:19]=[CH:18][C:5]([O:6][CH2:7][C:8]3[CH:17]=[CH:16][C:15]4[C:10](=[CH:11][CH:12]=[CH:13][CH:14]=4)[N:9]=3)=[CH:4][C:3]=2[N+:20]([O-:22])=[O:21])=[CH:27][CH:26]=1. The yield is 0.840.